This data is from Full USPTO retrosynthesis dataset with 1.9M reactions from patents (1976-2016). The task is: Predict the reactants needed to synthesize the given product. The reactants are: [Br:1][C:2]1[S:6][C:5]([C:7]2[N:8]([C:17]3[CH:22]=[C:21]([Cl:23])[CH:20]=[CH:19][C:18]=3[Cl:24])[CH2:9][C:10]([C:13]([F:16])([F:15])[F:14])(O)[N:11]=2)=[CH:4][CH:3]=1.O.C1(C)C=CC(S(O)(=O)=O)=CC=1. Given the product [Br:1][C:2]1[S:6][C:5]([C:7]2[N:8]([C:17]3[CH:22]=[C:21]([Cl:23])[CH:20]=[CH:19][C:18]=3[Cl:24])[CH:9]=[C:10]([C:13]([F:16])([F:15])[F:14])[N:11]=2)=[CH:4][CH:3]=1, predict the reactants needed to synthesize it.